This data is from Peptide-MHC class I binding affinity with 185,985 pairs from IEDB/IMGT. The task is: Regression. Given a peptide amino acid sequence and an MHC pseudo amino acid sequence, predict their binding affinity value. This is MHC class I binding data. (1) The peptide sequence is DEMVCKWLL. The MHC is HLA-A02:11 with pseudo-sequence HLA-A02:11. The binding affinity (normalized) is 0.0847. (2) The peptide sequence is IGRGKNHAR. The MHC is HLA-B08:03 with pseudo-sequence HLA-B08:03. The binding affinity (normalized) is 0.0847. (3) The peptide sequence is GTEELKSLY. The MHC is HLA-B39:01 with pseudo-sequence HLA-B39:01. The binding affinity (normalized) is 0.0847.